Dataset: Catalyst prediction with 721,799 reactions and 888 catalyst types from USPTO. Task: Predict which catalyst facilitates the given reaction. (1) Reactant: [CH3:1][S:2]([CH2:5][CH2:6][O:7][NH:8]C(=O)OC(C)(C)C)(=[O:4])=[O:3].[ClH:16]. Product: [ClH:16].[NH2:8][O:7][CH2:6][CH2:5][S:2]([CH3:1])(=[O:4])=[O:3]. The catalyst class is: 8. (2) Reactant: [CH2:1]([N:8]1[CH2:16][C:15]2[C:10](=[CH:11][CH:12]=[C:13]([C:17](OC)=[O:18])[CH:14]=2)[CH2:9]1)[C:2]1[CH:7]=[CH:6][CH:5]=[CH:4][CH:3]=1.[H-].[Al+3].[Li+].[H-].[H-].[H-]. Product: [CH2:1]([N:8]1[CH2:16][C:15]2[C:10](=[CH:11][CH:12]=[C:13]([CH2:17][OH:18])[CH:14]=2)[CH2:9]1)[C:2]1[CH:3]=[CH:4][CH:5]=[CH:6][CH:7]=1. The catalyst class is: 7. (3) Reactant: [NH2:1][C:2]1[CH:3]=[CH:4][C:5]([CH3:17])=[C:6]([CH:16]=1)[C:7]([NH:9][C:10]1[S:14][C:13]([CH3:15])=[N:12][CH:11]=1)=[O:8].[F:18][C:19]1[CH:20]=[C:21]([CH:25]=[C:26]([C:28]([F:31])([F:30])[F:29])[CH:27]=1)[C:22](O)=[O:23].CN(C(ON1N=NC2C=CC=NC1=2)=[N+](C)C)C.F[P-](F)(F)(F)(F)F.N1C=CC=CC=1. Product: [F:18][C:19]1[CH:20]=[C:21]([CH:25]=[C:26]([C:28]([F:29])([F:30])[F:31])[CH:27]=1)[C:22]([NH:1][C:2]1[CH:3]=[CH:4][C:5]([CH3:17])=[C:6]([CH:16]=1)[C:7]([NH:9][C:10]1[S:14][C:13]([CH3:15])=[N:12][CH:11]=1)=[O:8])=[O:23]. The catalyst class is: 31.